Dataset: Reaction yield outcomes from USPTO patents with 853,638 reactions. Task: Predict the reaction yield, written as a fraction of the theoretical maximum amount of product (1.0 means a 100% yield; for example, 0.34 means a 34% yield). (1) The reactants are [Cl:1][C:2]1[CH:3]=[C:4]2[C:9](=[CH:10][CH:11]=1)[CH:8]=[C:7]([S:12]([CH2:15][CH2:16][C:17]([N:19]([CH2:33][CH2:34][C:35]([O:37][CH2:38][CH3:39])=[O:36])[CH:20]1[CH2:25][CH2:24][N:23](C(OC(C)(C)C)=O)[CH2:22][CH2:21]1)=[O:18])(=[O:14])=[O:13])[CH:6]=[CH:5]2.FC(F)(F)C(O)=O.Cl.Br[C:49]1[CH:54]=[CH:53][N:52]=[CH:51][CH:50]=1.C(N(C(C)C)CC)(C)C. The catalyst is C(O)(C)C.C1(C)C=CC=CC=1. The product is [Cl:1][C:2]1[CH:3]=[C:4]2[C:9](=[CH:10][CH:11]=1)[CH:8]=[C:7]([S:12]([CH2:15][CH2:16][C:17]([N:19]([CH2:33][CH2:34][C:35]([O:37][CH2:38][CH3:39])=[O:36])[CH:20]1[CH2:25][CH2:24][N:23]([C:49]3[CH:54]=[CH:53][N:52]=[CH:51][CH:50]=3)[CH2:22][CH2:21]1)=[O:18])(=[O:14])=[O:13])[CH:6]=[CH:5]2. The yield is 0.290. (2) The reactants are ClC1C=CC2SC=C(CN3CCN(C4SC(C(O)=O)=C(C)N=4)C3=O)C=2C=1.[F:27][C:28]1[CH:49]=[CH:48][C:31]([CH2:32][N:33]2[CH2:37][CH2:36][N:35]([C:38]3[S:39][C:40]([C:44]([OH:46])=O)=[C:41]([CH3:43])[N:42]=3)[C:34]2=[O:47])=[CH:30][CH:29]=1.[N:50]1[CH:55]=[CH:54][C:53]([CH2:56][NH2:57])=[CH:52][CH:51]=1. No catalyst specified. The product is [F:27][C:28]1[CH:49]=[CH:48][C:31]([CH2:32][N:33]2[CH2:37][CH2:36][N:35]([C:38]3[S:39][C:40]([C:44]([NH:57][CH2:56][C:53]4[CH:54]=[CH:55][N:50]=[CH:51][CH:52]=4)=[O:46])=[C:41]([CH3:43])[N:42]=3)[C:34]2=[O:47])=[CH:30][CH:29]=1. The yield is 0.600. (3) The reactants are Br[C:2]1[CH:3]=[C:4]([C:8]2[C:9]3[C:14]([C:15]([C:22]4[CH:27]=[CH:26][CH:25]=[CH:24][CH:23]=4)=[C:16]4[C:21]=2[CH:20]=[CH:19][CH:18]=[CH:17]4)=[CH:13][CH:12]=[CH:11][CH:10]=3)[CH:5]=[CH:6][CH:7]=1.[CH:28]1[C:36]2[C:35]3[CH:37]=[CH:38][CH:39]=[CH:40][C:34]=3[S:33][C:32]=2[C:31]([C:41]2[CH:42]=[CH:43][C:44]3[NH:45][C:46]4[C:51]([C:52]=3[CH:53]=2)=[CH:50][CH:49]=[CH:48][CH:47]=4)=[CH:30][CH:29]=1.CC(C)([O-])C.[Na+].C(P(C(C)(C)C)C(C)(C)C)(C)(C)C. The catalyst is C1C=CC(/C=C/C(/C=C/C2C=CC=CC=2)=O)=CC=1.C1C=CC(/C=C/C(/C=C/C2C=CC=CC=2)=O)=CC=1.[Pd].CCCCCC.C1(C)C=CC=CC=1. The product is [CH:28]1[C:36]2[C:35]3[CH:37]=[CH:38][CH:39]=[CH:40][C:34]=3[S:33][C:32]=2[C:31]([C:41]2[CH:42]=[CH:43][C:44]3[N:45]([C:6]4[CH:7]=[CH:2][CH:3]=[C:4]([C:8]5[C:21]6[C:16]([C:15]([C:22]7[CH:27]=[CH:26][CH:25]=[CH:24][CH:23]=7)=[C:14]7[C:9]=5[CH:10]=[CH:11][CH:12]=[CH:13]7)=[CH:17][CH:18]=[CH:19][CH:20]=6)[CH:5]=4)[C:46]4[C:51]([C:52]=3[CH:53]=2)=[CH:50][CH:49]=[CH:48][CH:47]=4)=[CH:30][CH:29]=1. The yield is 0.720. (4) The reactants are [I:1][C:2]1[NH:6][N:5]=[CH:4][C:3]=1[C:7]1[CH:12]=[CH:11][N:10]=[C:9]([S:13][CH3:14])[N:8]=1.[CH2:15]1[CH2:20][O:19][CH:18]=[CH:17][CH2:16]1.CC1C=CC(S(O)(=O)=O)=CC=1.O. No catalyst specified. The product is [I:1][C:2]1[N:6]([CH:18]2[CH2:17][CH2:16][CH2:15][CH2:20][O:19]2)[N:5]=[CH:4][C:3]=1[C:7]1[CH:12]=[CH:11][N:10]=[C:9]([S:13][CH3:14])[N:8]=1. The yield is 0.608.